Dataset: NCI-60 drug combinations with 297,098 pairs across 59 cell lines. Task: Regression. Given two drug SMILES strings and cell line genomic features, predict the synergy score measuring deviation from expected non-interaction effect. (1) Drug 1: COC1=CC(=CC(=C1O)OC)C2C3C(COC3=O)C(C4=CC5=C(C=C24)OCO5)OC6C(C(C7C(O6)COC(O7)C8=CC=CS8)O)O. Drug 2: C1=CC(=CC=C1CC(C(=O)O)N)N(CCCl)CCCl.Cl. Cell line: NCI-H322M. Synergy scores: CSS=3.07, Synergy_ZIP=0.0612, Synergy_Bliss=-4.24, Synergy_Loewe=-12.8, Synergy_HSA=-7.99. (2) Drug 1: CNC(=O)C1=NC=CC(=C1)OC2=CC=C(C=C2)NC(=O)NC3=CC(=C(C=C3)Cl)C(F)(F)F. Drug 2: C1=CC=C(C(=C1)C(C2=CC=C(C=C2)Cl)C(Cl)Cl)Cl. Cell line: M14. Synergy scores: CSS=-4.54, Synergy_ZIP=0.586, Synergy_Bliss=-0.128, Synergy_Loewe=-3.18, Synergy_HSA=-2.92. (3) Drug 1: C1CC(=O)NC(=O)C1N2CC3=C(C2=O)C=CC=C3N. Drug 2: CC1C(C(=O)NC(C(=O)N2CCCC2C(=O)N(CC(=O)N(C(C(=O)O1)C(C)C)C)C)C(C)C)NC(=O)C3=C4C(=C(C=C3)C)OC5=C(C(=O)C(=C(C5=N4)C(=O)NC6C(OC(=O)C(N(C(=O)CN(C(=O)C7CCCN7C(=O)C(NC6=O)C(C)C)C)C)C(C)C)C)N)C. Cell line: UACC-257. Synergy scores: CSS=3.49, Synergy_ZIP=3.14, Synergy_Bliss=6.72, Synergy_Loewe=7.34, Synergy_HSA=6.71. (4) Drug 1: CNC(=O)C1=CC=CC=C1SC2=CC3=C(C=C2)C(=NN3)C=CC4=CC=CC=N4. Drug 2: COC1=C2C(=CC3=C1OC=C3)C=CC(=O)O2. Cell line: 786-0. Synergy scores: CSS=2.83, Synergy_ZIP=2.18, Synergy_Bliss=4.41, Synergy_Loewe=2.31, Synergy_HSA=2.77. (5) Drug 1: CC1=C2C(C(=O)C3(C(CC4C(C3C(C(C2(C)C)(CC1OC(=O)C(C(C5=CC=CC=C5)NC(=O)OC(C)(C)C)O)O)OC(=O)C6=CC=CC=C6)(CO4)OC(=O)C)OC)C)OC. Drug 2: CN(CC1=CN=C2C(=N1)C(=NC(=N2)N)N)C3=CC=C(C=C3)C(=O)NC(CCC(=O)O)C(=O)O. Cell line: MDA-MB-231. Synergy scores: CSS=8.86, Synergy_ZIP=-15.1, Synergy_Bliss=-19.3, Synergy_Loewe=-42.2, Synergy_HSA=-21.8. (6) Drug 1: CCC1(C2=C(COC1=O)C(=O)N3CC4=CC5=C(C=CC(=C5CN(C)C)O)N=C4C3=C2)O.Cl. Drug 2: B(C(CC(C)C)NC(=O)C(CC1=CC=CC=C1)NC(=O)C2=NC=CN=C2)(O)O. Cell line: NCI-H460. Synergy scores: CSS=54.2, Synergy_ZIP=-2.04, Synergy_Bliss=-1.72, Synergy_Loewe=-6.22, Synergy_HSA=-0.715. (7) Drug 1: CN1CCC(CC1)COC2=C(C=C3C(=C2)N=CN=C3NC4=C(C=C(C=C4)Br)F)OC. Drug 2: CCCCC(=O)OCC(=O)C1(CC(C2=C(C1)C(=C3C(=C2O)C(=O)C4=C(C3=O)C=CC=C4OC)O)OC5CC(C(C(O5)C)O)NC(=O)C(F)(F)F)O. Cell line: UACC62. Synergy scores: CSS=2.97, Synergy_ZIP=-3.35, Synergy_Bliss=-1.44, Synergy_Loewe=-0.879, Synergy_HSA=-0.930.